From a dataset of Experimentally validated miRNA-target interactions with 360,000+ pairs, plus equal number of negative samples. Binary Classification. Given a miRNA mature sequence and a target amino acid sequence, predict their likelihood of interaction. The miRNA is hsa-miR-4738-3p with sequence UGAAACUGGAGCGCCUGGAGGA. The protein sequence of the target gene is MDEDVLTTLKILIIGESGVGKSSLLLRFTDDTFDPELAATIGVDFKVKTISVDGNKAKLAIWDTAGQERFRTLTPSYYRGAQGVILVYDVTRRDTFVKLDNWLNELETYCTRNDIVNMLVGNKIDKENREVDRNEGLKFARKHSMLFIEASAKTCDGVQCAFEELVEKIIQTPGLWESENQNKGVKLSHREESRGGGACGGYCSVL. Result: 0 (no interaction).